Dataset: Full USPTO retrosynthesis dataset with 1.9M reactions from patents (1976-2016). Task: Predict the reactants needed to synthesize the given product. Given the product [C:10]([O:14][C:15]([NH:17][C:18]1[O:26][C:25]2[C:20](=[N:21][CH:22]=[C:23]([CH2:27][N:7]3[CH2:8][CH2:9][CH:5]([O:4][CH2:2][CH3:3])[CH2:6]3)[CH:24]=2)[C:19]=1[C:29]([NH:31][C:32]1[CH:33]=[N:34][CH:35]=[CH:36][C:37]=1[N:38]1[CH2:43][C@H:42]([C:44]([F:46])([F:45])[F:47])[CH2:41][C@H:40]([NH:48][C:49](=[O:55])[O:50][C:51]([CH3:54])([CH3:53])[CH3:52])[CH2:39]1)=[O:30])=[O:16])([CH3:12])([CH3:13])[CH3:11], predict the reactants needed to synthesize it. The reactants are: Cl.[CH2:2]([O:4][CH:5]1[CH2:9][CH2:8][NH:7][CH2:6]1)[CH3:3].[C:10]([O:14][C:15]([NH:17][C:18]1[O:26][C:25]2[C:20](=[N:21][CH:22]=[C:23]([CH:27]=O)[CH:24]=2)[C:19]=1[C:29]([NH:31][C:32]1[CH:33]=[N:34][CH:35]=[CH:36][C:37]=1[N:38]1[CH2:43][C@H:42]([C:44]([F:47])([F:46])[F:45])[CH2:41][C@H:40]([NH:48][C:49](=[O:55])[O:50][C:51]([CH3:54])([CH3:53])[CH3:52])[CH2:39]1)=[O:30])=[O:16])([CH3:13])([CH3:12])[CH3:11].C(O[BH-](OC(=O)C)OC(=O)C)(=O)C.[Na+].